From a dataset of B-cell epitopes from PDB crystal structures with 447 antigens. Token-level Classification. Given an antigen amino acid sequence, predict which amino acid positions are active epitope sites capable of antibody binding. Output is a list of indices for active positions. Given the antigen sequence: PMEYAKMWKPGDECFALYWEDNKFYRAEVEALHSSGMTAVVKFIDYGNYEEVLLSNIKPI, which amino acid positions are active epitope sites? The epitope positions are: [17, 18, 19, 20, 30, 31, 32, 33, 34, 35, 37, 38, 39, 40, 41, 43, 44, 45, 46, 47... (25 total positions)]. The amino acids at these positions are: YWEDALHSSGTAVVKIDYGNYEEVL.